Dataset: Reaction yield outcomes from USPTO patents with 853,638 reactions. Task: Predict the reaction yield, written as a fraction of the theoretical maximum amount of product (1.0 means a 100% yield; for example, 0.34 means a 34% yield). The reactants are [OH:1][C:2]([C:4](F)(F)F)=O.O[C:9](C(F)(F)F)=O.[OH:15][C:16]1[CH:17]=[CH:18][C:19]2[C:20]3[N:21]([CH2:37][CH2:38][N:39]=3)[C:22]([NH:28][C:29](=[O:36])[C:30]3[CH:35]=[CH:34][CH:33]=[N:32][CH:31]=3)=[N:23][C:24]=2[C:25]=1[O:26][CH3:27].[C:40]([O-:43])([O-])=O.[Cs+].[Cs+].[CH3:46][N:47]([CH:49]=O)[CH3:48]. No catalyst specified. The product is [OH:1][C@@H:2]([CH2:49][N:47]1[CH2:46][CH2:40][O:43][CH2:9][CH2:48]1)[CH2:4][O:15][C:16]1[CH:17]=[CH:18][C:19]2[C:20]3[N:21]([CH2:37][CH2:38][N:39]=3)[C:22]([NH:28][C:29]([C:30]3[CH:31]=[N:32][CH:33]=[CH:34][CH:35]=3)=[O:36])=[N:23][C:24]=2[C:25]=1[O:26][CH3:27]. The yield is 0.820.